Task: Predict which catalyst facilitates the given reaction.. Dataset: Catalyst prediction with 721,799 reactions and 888 catalyst types from USPTO (1) Reactant: C(OC(=O)[NH:7][C@@H:8]1[CH2:13][CH2:12][CH2:11][N:10]([C:14]([C:16]2[N:17]=[C:18]([C:47]([F:50])([F:49])[F:48])[N:19]3[CH2:24][CH2:23][N:22]([C:25](=[O:46])[CH2:26][CH:27]([NH:38]C(OC(C)(C)C)=O)[CH2:28][C:29]4[CH:34]=[C:33]([F:35])[C:32]([F:36])=[CH:31][C:30]=4[F:37])[CH2:21][C:20]=23)=[O:15])[CH2:9]1)(C)(C)C.[ClH:52]. Product: [ClH:52].[ClH:52].[NH2:38][C@H:27]([CH2:28][C:29]1[CH:34]=[C:33]([F:35])[C:32]([F:36])=[CH:31][C:30]=1[F:37])[CH2:26][C:25]([N:22]1[CH2:23][CH2:24][N:19]2[C:18]([C:47]([F:50])([F:49])[F:48])=[N:17][C:16]([C:14]([N:10]3[CH2:11][CH2:12][CH2:13][CH:8]([NH2:7])[CH2:9]3)=[O:15])=[C:20]2[CH2:21]1)=[O:46]. The catalyst class is: 13. (2) Reactant: [F:1][C:2]1[CH:31]=[C:30]([F:32])[CH:29]=[CH:28][C:3]=1[O:4][C:5]1[CH:6]=[CH:7][C:8]2[N:9]([CH:11]=[CH:12][C:13](=[O:27])[C:14]=2[C:15]2[CH:16]=[C:17]([CH:22]=[CH:23][C:24]=2[O:25][CH3:26])[C:18]([O:20]C)=[O:19])[N:10]=1.[OH-].[Na+]. Product: [F:1][C:2]1[CH:31]=[C:30]([F:32])[CH:29]=[CH:28][C:3]=1[O:4][C:5]1[CH:6]=[CH:7][C:8]2[N:9]([CH:11]=[CH:12][C:13](=[O:27])[C:14]=2[C:15]2[CH:16]=[C:17]([CH:22]=[CH:23][C:24]=2[O:25][CH3:26])[C:18]([OH:20])=[O:19])[N:10]=1. The catalyst class is: 38. (3) Reactant: [N:1]1[N:2]([C:6]2[CH:14]=[CH:13][CH:12]=[C:11]3[C:7]=2[C:8]([NH2:15])=[N:9][NH:10]3)[N:3]=[CH:4][CH:5]=1.CC1(C)OC(=O)[CH:20]([C:24]([CH:26]2[CH2:31][CH2:30][N:29]([C:32]([O:34][C:35]([CH3:38])([CH3:37])[CH3:36])=[O:33])[CH2:28][CH2:27]2)=O)[C:19](=O)[O:18]1.P([O-])([O-])([O-])=O.[K+].[K+].[K+].Cl. Product: [O:18]=[C:19]1[CH:20]=[C:24]([CH:26]2[CH2:31][CH2:30][N:29]([C:32]([O:34][C:35]([CH3:38])([CH3:37])[CH3:36])=[O:33])[CH2:28][CH2:27]2)[N:9]2[N:10]=[C:11]3[C:7]([C:6]([N:2]4[N:1]=[CH:5][CH:4]=[N:3]4)=[CH:14][CH:13]=[CH:12]3)=[C:8]2[NH:15]1. The catalyst class is: 47. (4) Reactant: Br[C:2]1[CH:7]=[C:6]([Cl:8])[CH:5]=[CH:4][C:3]=1[C:9]1[CH:18]=[CH:17][CH:16]=[C:15]2[C:10]=1[CH:11]=[CH:12][C:13]([S:19]([NH:22][C:23]1[S:27][N:26]=[CH:25][N:24]=1)(=[O:21])=[O:20])=[CH:14]2.C(=O)([O-])[O-].[K+].[K+].[CH3:34][N:35]1[C:39](B(O)O)=[CH:38][CH:37]=[N:36]1.O1CCOCC1. Product: [Cl:8][C:6]1[CH:5]=[CH:4][C:3]([C:9]2[CH:18]=[CH:17][CH:16]=[C:15]3[C:10]=2[CH:11]=[CH:12][C:13]([S:19]([NH:22][C:23]2[S:27][N:26]=[CH:25][N:24]=2)(=[O:21])=[O:20])=[CH:14]3)=[C:2]([C:39]2[N:35]([CH3:34])[N:36]=[CH:37][CH:38]=2)[CH:7]=1. The catalyst class is: 103. (5) Reactant: [Cl:1][C:2]1[CH:7]=[CH:6][CH:5]=[CH:4][C:3]=1[C:8]1[CH:17]=[C:16]([CH2:18][N:19]2[CH2:24][CH2:23][N:22](C(OCC3C=CC=CC=3)=O)[CH:21]([CH3:35])[CH2:20]2)[CH:15]=[C:14]2[C:9]=1[CH2:10][NH:11][C:12](=[O:44])[N:13]2[C:36]1[C:41]([Cl:42])=[CH:40][CH:39]=[CH:38][C:37]=1[Cl:43].Br.CC(O)=O. Product: [Cl:1][C:2]1[CH:7]=[CH:6][CH:5]=[CH:4][C:3]=1[C:8]1[CH:17]=[C:16]([CH2:18][N:19]2[CH2:24][CH2:23][NH:22][CH:21]([CH3:35])[CH2:20]2)[CH:15]=[C:14]2[C:9]=1[CH2:10][NH:11][C:12](=[O:44])[N:13]2[C:36]1[C:37]([Cl:43])=[CH:38][CH:39]=[CH:40][C:41]=1[Cl:42]. The catalyst class is: 2.